From a dataset of Forward reaction prediction with 1.9M reactions from USPTO patents (1976-2016). Predict the product of the given reaction. (1) Given the reactants [CH3:1][O:2][C:3]1[CH:4]=[C:5]2[C:10](=[CH:11][CH:12]=1)[N:9]=[CH:8][CH:7]=[C:6]2[C@@H:13]1[CH2:15][O:14]1.[C:16]([O:20][C:21]([N:23]1[CH2:28][CH2:27][NH:26][CH2:25][CH2:24]1)=[O:22])([CH3:19])([CH3:18])[CH3:17].Cl([O-])(=O)(=O)=O.[Li+], predict the reaction product. The product is: [C:16]([O:20][C:21]([N:23]1[CH2:28][CH2:27][N:26]([CH2:15][C@H:13]([OH:14])[C:6]2[C:5]3[C:10](=[CH:11][CH:12]=[C:3]([O:2][CH3:1])[CH:4]=3)[N:9]=[CH:8][CH:7]=2)[CH2:25][CH2:24]1)=[O:22])([CH3:19])([CH3:17])[CH3:18]. (2) Given the reactants Cl.C(OC([NH:9][C@H:10]([C:12]1[NH:13][CH:14]=[C:15]([C:17]2[CH:18]=[C:19]3[C:24](=[CH:25][CH:26]=2)[CH:23]=[C:22]([C:27]2[CH:32]=[CH:31][C:30]([C:33]4[N:34]=[C:35]([C@@H:38]([NH:40]C(=O)OC(C)(C)C)[CH3:39])[NH:36][CH:37]=4)=[CH:29][CH:28]=2)[CH:21]=[CH:20]3)[N:16]=1)[CH3:11])=O)(C)(C)C, predict the reaction product. The product is: [NH2:9][C@H:10]([C:12]1[NH:13][CH:14]=[C:15]([C:17]2[CH:18]=[C:19]3[C:24](=[CH:25][CH:26]=2)[CH:23]=[C:22]([C:27]2[CH:28]=[CH:29][C:30]([C:33]4[N:34]=[C:35]([C@@H:38]([NH2:40])[CH3:39])[NH:36][CH:37]=4)=[CH:31][CH:32]=2)[CH:21]=[CH:20]3)[N:16]=1)[CH3:11]. (3) Given the reactants [F:1][C:2]1[CH:3]=[C:4]([CH:14]([NH:16][C:17]([C:19]2[N:20]=[C:21](Cl)[O:22][CH:23]=2)=[O:18])[CH3:15])[CH:5]=[C:6]([F:13])[C:7]=1[NH:8][S:9]([CH3:12])(=[O:11])=[O:10].[CH2:25]([C:28]1[CH:33]=[C:32]([C:34]([F:37])([F:36])[F:35])[CH:31]=[CH:30][C:29]=1[OH:38])[CH2:26][CH3:27], predict the reaction product. The product is: [F:1][C:2]1[CH:3]=[C:4]([CH:14]([NH:16][C:17]([C:19]2[N:20]=[C:21]([O:38][C:29]3[CH:30]=[CH:31][C:32]([C:34]([F:35])([F:36])[F:37])=[CH:33][C:28]=3[CH2:25][CH2:26][CH3:27])[O:22][CH:23]=2)=[O:18])[CH3:15])[CH:5]=[C:6]([F:13])[C:7]=1[NH:8][S:9]([CH3:12])(=[O:11])=[O:10]. (4) Given the reactants [Br:1][C:2]1[CH:20]=[CH:19][C:5]2[NH:6][C:7](=[O:18])[CH2:8][C:9]3[CH:14]=[N:13][C:12](S(C)=O)=[N:11][C:10]=3[C:4]=2[CH:3]=1.[CH3:21][NH:22][C:23]1[CH:28]=[CH:27][CH:26]=[CH:25][CH:24]=1, predict the reaction product. The product is: [Br:1][C:2]1[CH:20]=[CH:19][C:5]2[NH:6][C:7](=[O:18])[CH2:8][C:9]3[CH:14]=[N:13][C:12]([N:22]([CH3:21])[C:23]4[CH:28]=[CH:27][CH:26]=[CH:25][CH:24]=4)=[N:11][C:10]=3[C:4]=2[CH:3]=1. (5) Given the reactants Br[C:2]1[C:3]([O:8][C:9]2[CH:14]=[CH:13][C:12]([NH:15][C:16]3[C:21]([CH3:22])=[CH:20][CH:19]=[CH:18][N:17]=3)=[CH:11][CH:10]=2)=[N:4][CH:5]=[CH:6][CH:7]=1.[O:23]1[CH2:28][CH:27]=[C:26](B2OC(C)(C)C(C)(C)O2)[CH2:25][CH2:24]1.C(=O)([O-])[O-].[Na+].[Na+], predict the reaction product. The product is: [O:23]1[CH2:24][CH:25]=[C:26]([C:2]2[C:3]([O:8][C:9]3[CH:14]=[CH:13][C:12]([NH:15][C:16]4[C:21]([CH3:22])=[CH:20][CH:19]=[CH:18][N:17]=4)=[CH:11][CH:10]=3)=[N:4][CH:5]=[CH:6][CH:7]=2)[CH2:27][CH2:28]1. (6) Given the reactants [CH3:1][O:2][C:3]([C:5]1[S:6][C:7]([CH2:10][CH2:11][CH2:12][NH2:13])=[CH:8][CH:9]=1)=[O:4].C(N(C(C)C)CC)(C)C.[Cl:23][C:24]1[CH:25]=[C:26]([CH2:30][CH2:31][CH:32]=O)[CH:27]=[CH:28][CH:29]=1.[BH4-].[Na+], predict the reaction product. The product is: [CH3:1][O:2][C:3]([C:5]1[S:6][C:7]([CH2:10][CH2:11][CH2:12][NH:13][CH2:32][CH2:31][CH2:30][C:26]2[CH:27]=[CH:28][CH:29]=[C:24]([Cl:23])[CH:25]=2)=[CH:8][CH:9]=1)=[O:4].